This data is from Catalyst prediction with 721,799 reactions and 888 catalyst types from USPTO. The task is: Predict which catalyst facilitates the given reaction. (1) Reactant: [CH3:1][C:2]1[CH:7]=[C:6]([C:8]2([C:18]3[CH:23]=[CH:22][CH:21]=[C:20]([O:24]C)[CH:19]=3)[C:16]3[C:11](=[N:12][CH:13]=[CH:14][CH:15]=3)[C:10]([NH2:17])=[N:9]2)[CH:5]=[C:4]([CH3:26])[N:3]=1.B(Br)(Br)Br.Cl.[NH4+].[OH-]. Product: [NH2:17][C:10]1[C:11]2=[N:12][CH:13]=[CH:14][CH:15]=[C:16]2[C:8]([C:18]2[CH:19]=[C:20]([OH:24])[CH:21]=[CH:22][CH:23]=2)([C:6]2[CH:7]=[C:2]([CH3:1])[N:3]=[C:4]([CH3:26])[CH:5]=2)[N:9]=1. The catalyst class is: 61. (2) Reactant: FC(F)(F)C(O)=O.[Cl:8][C:9]1[CH:14]=[C:13]2[NH:15][C:16](=[O:38])[C:17]3([CH:21]([C:22]4[CH:27]=[CH:26][CH:25]=[C:24]([Cl:28])[C:23]=4[F:29])[CH:20]([C:30](O)=[O:31])[NH:19][CH:18]3[CH2:33][C:34]([CH3:37])([CH3:36])[CH3:35])[C:12]2=[CH:11][CH:10]=1.C(N(C(C)C)CC)(C)C.C1(P(Cl)(C2C=CC=CC=2)=O)C=CC=CC=1.[NH2:63][C:64]1[CH:71]=[CH:70][C:67]([C:68]#[N:69])=[CH:66][C:65]=1[O:72][CH3:73]. Product: [C:68]([C:67]1[CH:70]=[CH:71][C:64]([NH:63][C:30]([CH:20]2[NH:19][CH:18]([CH2:33][C:34]([CH3:35])([CH3:36])[CH3:37])[C:17]3([C:12]4[C:13](=[CH:14][C:9]([Cl:8])=[CH:10][CH:11]=4)[NH:15][C:16]3=[O:38])[CH:21]2[C:22]2[CH:27]=[CH:26][CH:25]=[C:24]([Cl:28])[C:23]=2[F:29])=[O:31])=[C:65]([O:72][CH3:73])[CH:66]=1)#[N:69]. The catalyst class is: 26. (3) Reactant: Cl.[CH:2]1[C:12]2[CH2:11][CH2:10][C:9]3[CH:13]=[CH:14][CH:15]=[CH:16][C:8]=3[C:7](=[CH:17][CH2:18][CH2:19][NH2:20])[C:6]=2[CH:5]=[CH:4][CH:3]=1.C(N(CC)CC)C.[Cl:28][C:29]1[CH:34]=[CH:33][C:32]([S:35](Cl)(=[O:37])=[O:36])=[CH:31][CH:30]=1. Product: [Cl:28][C:29]1[CH:34]=[CH:33][C:32]([S:35]([NH:20][CH2:19][CH2:18][CH:17]=[C:7]2[C:8]3[CH:16]=[CH:15][CH:14]=[CH:13][C:9]=3[CH2:10][CH2:11][C:12]3[CH:2]=[CH:3][CH:4]=[CH:5][C:6]2=3)(=[O:37])=[O:36])=[CH:31][CH:30]=1. The catalyst class is: 3. (4) Product: [O:1]1[CH2:6][CH2:5][CH:4]([N:7]2[CH2:8][CH2:9][C:10]3([CH:12]([C:13]([OH:15])=[O:14])[CH2:11]3)[CH2:18][CH2:19]2)[CH2:3][CH2:2]1. The catalyst class is: 87. Reactant: [O:1]1[CH2:6][CH2:5][CH:4]([N:7]2[CH2:19][CH2:18][C:10]3([CH:12]([C:13]([O:15]CC)=[O:14])[CH2:11]3)[CH2:9][CH2:8]2)[CH2:3][CH2:2]1.[Li+].[OH-].[OH-].[Na+]. (5) Reactant: [Cl:1][C:2]1[C:3]([C:8]2[CH:9]=[C:10]([CH:12]=[C:13]([C:15]3[NH:23][C:18]4=[N:19][CH:20]=[CH:21][CH:22]=[C:17]4[N:16]=3)[CH:14]=2)[NH2:11])=[N:4][CH:5]=[CH:6][CH:7]=1.C([O-])(=O)C.[Na+].[CH3:29][C:30]1[CH:37]=[CH:36][C:33]([CH:34]=O)=[CH:32][CH:31]=1.O. Product: [Cl:1][C:2]1[C:3]([C:8]2[CH:9]=[C:10]([CH:12]=[C:13]([C:15]3[NH:23][C:18]4=[N:19][CH:20]=[CH:21][CH:22]=[C:17]4[N:16]=3)[CH:14]=2)[NH:11][CH2:29][C:30]2[CH:37]=[CH:36][C:33]([CH3:34])=[CH:32][CH:31]=2)=[N:4][CH:5]=[CH:6][CH:7]=1. The catalyst class is: 61.